From a dataset of Forward reaction prediction with 1.9M reactions from USPTO patents (1976-2016). Predict the product of the given reaction. (1) Given the reactants [N+:1]([C:4]1[CH:5]=[C:6]([CH2:10][CH2:11]OS(C)(=O)=O)[CH:7]=[CH:8][CH:9]=1)([O-])=O.C(=O)([O-])[O-].[Cs+].[Cs+].[NH:23]1[CH2:28][CH2:27][S:26](=[O:30])(=[O:29])[CH2:25][CH2:24]1, predict the reaction product. The product is: [O:29]=[S:26]1(=[O:30])[CH2:27][CH2:28][N:23]([CH2:11][CH2:10][C:6]2[CH:5]=[C:4]([NH2:1])[CH:9]=[CH:8][CH:7]=2)[CH2:24][CH2:25]1. (2) Given the reactants C[O:2][C:3]([C:5]1([CH3:41])[C:10]([C:12]2[CH:17]=[CH:16][C:15]([Cl:18])=[CH:14][CH:13]=2)([OH:11])[CH2:9][CH2:8][N:7]([CH2:19][CH2:20][CH:21]=[C:22]2[C:28]3[CH:29]=[CH:30][CH:31]=[N:32][C:27]=3[CH2:26][O:25][C:24]3[CH:33]=[CH:34][C:35]([C:37]([OH:40])([CH3:39])[CH3:38])=[CH:36][C:23]2=3)[CH2:6]1)=O.[H-].[H-].[H-].[H-].[Li+].[Al+3], predict the reaction product. The product is: [Cl:18][C:15]1[CH:16]=[CH:17][C:12]([C:10]2([OH:11])[CH2:9][CH2:8][N:7]([CH2:19][CH2:20][CH:21]=[C:22]3[C:28]4[CH:29]=[CH:30][CH:31]=[N:32][C:27]=4[CH2:26][O:25][C:24]4[CH:33]=[CH:34][C:35]([C:37]([OH:40])([CH3:39])[CH3:38])=[CH:36][C:23]3=4)[CH2:6][C:5]2([CH2:3][OH:2])[CH3:41])=[CH:13][CH:14]=1. (3) Given the reactants Br[C:2]1[CH:7]=[CH:6][C:5]([C:8]2[C:16]3[C:15]([NH2:17])=[N:14][CH:13]=[N:12][C:11]=3[S:10][C:9]=2[CH3:18])=[CH:4][CH:3]=1.C([Li])CCC.[C:24](=[O:26])=[O:25].Cl, predict the reaction product. The product is: [NH2:17][C:15]1[C:16]2[C:8]([C:5]3[CH:6]=[CH:7][C:2]([C:24]([OH:26])=[O:25])=[CH:3][CH:4]=3)=[C:9]([CH3:18])[S:10][C:11]=2[N:12]=[CH:13][N:14]=1. (4) Given the reactants [Si:1]([O:8][CH2:9][C@@H:10]1[C@@H:14]([OH:15])[CH2:13][CH2:12][N:11]1[C:16]([O:18][C:19]([CH3:22])([CH3:21])[CH3:20])=[O:17])([C:4]([CH3:7])([CH3:6])[CH3:5])([CH3:3])[CH3:2].[H-].[Na+].[F:25][C:26]1[CH:27]=[C:28]([N+:33]([O-:35])=[O:34])[CH:29]=[C:30](F)[CH:31]=1, predict the reaction product. The product is: [Si:1]([O:8][CH2:9][C@@H:10]1[C@@H:14]([O:15][C:30]2[CH:29]=[C:28]([N+:33]([O-:35])=[O:34])[CH:27]=[C:26]([F:25])[CH:31]=2)[CH2:13][CH2:12][N:11]1[C:16]([O:18][C:19]([CH3:22])([CH3:21])[CH3:20])=[O:17])([C:4]([CH3:7])([CH3:6])[CH3:5])([CH3:3])[CH3:2]. (5) Given the reactants Cl.[CH:2]12[N:10]([CH2:11][C@@H:12]([C:14]3[CH:23]=[CH:22][C:17]4[C:18](=[O:21])[O:19][CH2:20][C:16]=4[C:15]=3[CH3:24])[OH:13])[CH:7]([CH2:8][CH2:9]1)[CH:6]1[NH:25][CH:3]2[CH2:4][CH2:5]1.[CH3:26][C:27]1[N:34]=[C:33]([CH:35]2[CH2:37][O:36]2)[CH:32]=[CH:31][C:28]=1[C:29]#[N:30], predict the reaction product. The product is: [OH:36][CH:35]([C:33]1[N:34]=[C:27]([CH3:26])[C:28]([C:29]#[N:30])=[CH:31][CH:32]=1)[CH2:37][N:25]1[CH:6]2[CH2:5][CH2:4][CH:3]1[CH:2]1[N:10]([CH2:11][C@H:12]([OH:13])[C:14]3[CH:23]=[CH:22][C:17]4[C:18](=[O:21])[O:19][CH2:20][C:16]=4[C:15]=3[CH3:24])[CH:7]2[CH2:8][CH2:9]1. (6) Given the reactants [OH-].[K+].[CH2:3]([SH:15])[CH2:4][CH2:5][CH2:6][CH2:7][CH2:8][CH2:9][CH2:10][CH2:11][CH2:12][CH2:13][CH3:14].Br[CH2:17][CH:18]([OH:21])[CH2:19][OH:20], predict the reaction product. The product is: [CH2:3]([S:15][CH2:17][CH:18]([OH:21])[CH2:19][OH:20])[CH2:4][CH2:5][CH2:6][CH2:7][CH2:8][CH2:9][CH2:10][CH2:11][CH2:12][CH2:13][CH3:14]. (7) Given the reactants Cl.O1CCOCC1.[Cl:8][C:9]1[N:10]=[C:11]([C:16]([NH:18][C@H:19]2[CH2:24][CH2:23][N:22]([C:25](OC(C)(C)C)=O)[CH2:21][C@H:20]2[F:32])=[O:17])[NH:12][C:13]=1[CH2:14][CH3:15].BrC1[S:35][C:36]([C:40]([O:42][CH2:43][CH3:44])=[O:41])=[C:37]([CH3:39])[N:38]=1.C(=O)([O-])[O-].[Na+].[Na+], predict the reaction product. The product is: [Cl:8][C:9]1[N:10]=[C:11]([C:16]([NH:18][C@H:19]2[CH2:24][CH2:23][N:22]([C:25]3[S:35][C:36]([C:40]([O:42][CH2:43][CH3:44])=[O:41])=[C:37]([CH3:39])[N:38]=3)[CH2:21][C@H:20]2[F:32])=[O:17])[NH:12][C:13]=1[CH2:14][CH3:15].